From a dataset of Full USPTO retrosynthesis dataset with 1.9M reactions from patents (1976-2016). Predict the reactants needed to synthesize the given product. (1) The reactants are: Cl[C:2]1[C:11]2[C:6](=[CH:7][C:8]([O:14][CH2:15][CH2:16][CH2:17][N:18]3[CH2:23][CH2:22][O:21][CH2:20][CH2:19]3)=[C:9]([O:12][CH3:13])[CH:10]=2)[N:5]=[CH:4][N:3]=1.C(=O)([O-])[O-].[K+].[K+].[OH:30][C:31]1[CH:32]=[C:33]2[C:38](=[CH:39][CH:40]=1)[N:37]=[CH:36][CH:35]=[CH:34]2.[OH-].[Na+]. Given the product [CH3:13][O:12][C:9]1[CH:10]=[C:11]2[C:6](=[CH:7][C:8]=1[O:14][CH2:15][CH2:16][CH2:17][N:18]1[CH2:23][CH2:22][O:21][CH2:20][CH2:19]1)[N:5]=[CH:4][N:3]=[C:2]2[O:30][C:31]1[CH:32]=[C:33]2[C:38](=[CH:39][CH:40]=1)[N:37]=[CH:36][CH:35]=[CH:34]2, predict the reactants needed to synthesize it. (2) Given the product [Cl:31][C:30]1[C:25]2[N:24]=[C:23]([CH3:32])[N:22]([C:16]3[CH:17]=[C:18]([O:21][C:2]4[CH:7]=[CH:6][CH:5]=[C:4]([S:8]([CH:11]([CH3:13])[CH3:12])(=[O:10])=[O:9])[CH:3]=4)[CH:19]=[CH:20][C:15]=3[Cl:14])[C:26]=2[CH:27]=[CH:28][CH:29]=1, predict the reactants needed to synthesize it. The reactants are: F[C:2]1[CH:7]=[CH:6][CH:5]=[C:4]([S:8]([CH:11]([CH3:13])[CH3:12])(=[O:10])=[O:9])[CH:3]=1.[Cl:14][C:15]1[CH:20]=[CH:19][C:18]([OH:21])=[CH:17][C:16]=1[N:22]1[C:26]2[CH:27]=[CH:28][CH:29]=[C:30]([Cl:31])[C:25]=2[N:24]=[C:23]1[CH3:32]. (3) Given the product [F:60][C:57]1[CH:58]=[CH:59][C:53]2[O:52][C:51]([NH:26][CH2:27][C@@H:28]3[C@H:33]([CH3:34])[CH2:32][CH2:31][CH2:30][N:29]3[C:35]([C:37]3[CH:42]=[C:41]([CH3:43])[CH:40]=[CH:39][C:38]=3[N:44]3[N:48]=[C:47]([CH3:49])[CH:46]=[N:45]3)=[O:36])=[N:55][C:54]=2[CH:56]=1, predict the reactants needed to synthesize it. The reactants are: ClC1C=CC2OC(NC[C@@H]3[C@H](C)CCCN3C(OCC=C)=O)=NC=2C=1.[NH2:26][CH2:27][C@@H:28]1[C@H:33]([CH3:34])[CH2:32][CH2:31][CH2:30][N:29]1[C:35]([C:37]1[CH:42]=[C:41]([CH3:43])[CH:40]=[CH:39][C:38]=1[N:44]1[N:48]=[C:47]([CH3:49])[CH:46]=[N:45]1)=[O:36].Cl[C:51]1[O:52][C:53]2[CH:59]=[CH:58][C:57]([F:60])=[CH:56][C:54]=2[N:55]=1. (4) Given the product [CH:36]1([C:39]([NH:1][C:2]2[N:28]=[C:5]3[CH:6]=[CH:7][C:8]([O:10][C:11]4[CH:12]=[CH:13][C:14]([CH3:27])=[C:15]([NH:17][C:18]([C:20]5[N:24]([CH3:25])[N:23]=[C:22]([CH3:26])[CH:21]=5)=[O:19])[CH:16]=4)=[CH:9][N:4]3[N:3]=2)=[O:40])[CH2:38][CH2:37]1, predict the reactants needed to synthesize it. The reactants are: [NH2:1][C:2]1[N:28]=[C:5]2[CH:6]=[CH:7][C:8]([O:10][C:11]3[CH:12]=[CH:13][C:14]([CH3:27])=[C:15]([NH:17][C:18]([C:20]4[N:24]([CH3:25])[N:23]=[C:22]([CH3:26])[CH:21]=4)=[O:19])[CH:16]=3)=[CH:9][N:4]2[N:3]=1.C(N(CC)CC)C.[CH:36]1([C:39](Cl)=[O:40])[CH2:38][CH2:37]1. (5) Given the product [CH:1]1([C:4]2[C:5]([N:23]3[CH2:28][CH2:27][N:26]([C:29]([O:31][C:32]([CH3:35])([CH3:34])[CH3:33])=[O:30])[CH2:25][CH2:24]3)=[C:6]3[C:12]([O:53][CH3:52])=[N:11][N:10]([CH2:14][C:15]4[CH:20]=[CH:19][C:18]([O:21][CH3:22])=[CH:17][CH:16]=4)[C:7]3=[N:8][CH:9]=2)[CH2:3][CH2:2]1, predict the reactants needed to synthesize it. The reactants are: [CH:1]1([C:4]2[C:5]([N:23]3[CH2:28][CH2:27][N:26]([C:29]([O:31][C:32]([CH3:35])([CH3:34])[CH3:33])=[O:30])[CH2:25][CH2:24]3)=[C:6]3[C:12](I)=[N:11][N:10]([CH2:14][C:15]4[CH:20]=[CH:19][C:18]([O:21][CH3:22])=[CH:17][CH:16]=4)[C:7]3=[N:8][CH:9]=2)[CH2:3][CH2:2]1.[F-].[K+].N1C2C(=CC=C3C=2N=CC=C3)C=CC=1.[CH3:52][OH:53]. (6) Given the product [N:11]1([C:2]2[O:3][C:4]3[CH:10]=[CH:9][CH:8]=[CH:7][C:5]=3[N:6]=2)[CH2:17][CH2:16][CH2:15][NH:14][CH2:13][CH2:12]1, predict the reactants needed to synthesize it. The reactants are: Cl[C:2]1[O:3][C:4]2[CH:10]=[CH:9][CH:8]=[CH:7][C:5]=2[N:6]=1.[NH:11]1[CH2:17][CH2:16][CH2:15][NH:14][CH2:13][CH2:12]1. (7) Given the product [C:25]([O:28][CH2:29][C:30]1[C:31]([N:39]2[CH2:50][CH2:49][N:48]3[C:41](=[CH:42][C:43]4[CH2:44][C:45]([CH3:52])([CH3:51])[CH2:46][C:47]=43)[C:40]2=[O:53])=[N:32][CH:33]=[CH:34][C:35]=1[C:2]1[CH:3]=[C:4]([NH:10][C:11]2[CH:16]=[CH:15][C:14]([CH:17]3[CH2:20][N:19]([CH:21]4[CH2:24][O:23][CH2:22]4)[CH2:18]3)=[CH:13][N:12]=2)[C:5](=[O:9])[N:6]([CH3:8])[CH:7]=1)(=[O:27])[CH3:26], predict the reactants needed to synthesize it. The reactants are: Br[C:2]1[CH:3]=[C:4]([NH:10][C:11]2[CH:16]=[CH:15][C:14]([CH:17]3[CH2:20][N:19]([CH:21]4[CH2:24][O:23][CH2:22]4)[CH2:18]3)=[CH:13][N:12]=2)[C:5](=[O:9])[N:6]([CH3:8])[CH:7]=1.[C:25]([O:28][CH2:29][C:30]1[C:31]([N:39]2[CH2:50][CH2:49][N:48]3[C:41](=[CH:42][C:43]4[CH2:44][C:45]([CH3:52])([CH3:51])[CH2:46][C:47]=43)[C:40]2=[O:53])=[N:32][CH:33]=[CH:34][C:35]=1B(O)O)(=[O:27])[CH3:26].C([O-])(=O)C.[Na+].[O-]P([O-])([O-])=O.[K+].[K+].[K+].